Dataset: Serine/threonine kinase 33 screen with 319,792 compounds. Task: Binary Classification. Given a drug SMILES string, predict its activity (active/inactive) in a high-throughput screening assay against a specified biological target. (1) The molecule is s1nc(c(N)c1C(=O)N(C(C(=O)NC1CCCCC1)c1c(OC)c(OC)ccc1)c1c(OC)cccc1)C(=O)N. The result is 0 (inactive). (2) The molecule is S(=O)(=O)(Nc1nc(ccn1)C)c1ccc(NC(=O)c2oc3c(c(=O)c2)cccc3)cc1. The result is 0 (inactive). (3) The molecule is Brc1ccc(N\N=C(/[N+]([O-])=O)CN2CCOCC2)cc1. The result is 0 (inactive).